Dataset: Full USPTO retrosynthesis dataset with 1.9M reactions from patents (1976-2016). Task: Predict the reactants needed to synthesize the given product. (1) Given the product [C:22]([NH:25][CH2:26][CH2:27][C:28]1[CH:33]=[CH:32][CH:31]=[CH:30][C:29]=1[C:34]1[CH:39]=[CH:38][C:37]([C@@H:40]2[C@:45]([C:2]3[CH:7]=[N:6][C:5]([CH2:8][O:9][CH2:10][C:11]([F:16])([F:15])[CH2:12][O:13][CH3:14])=[CH:4][CH:3]=3)([OH:46])[CH2:44][CH2:43][N:42]([C:47]([O:49][C:50]([CH3:53])([CH3:52])[CH3:51])=[O:48])[CH2:41]2)=[C:36]([CH3:54])[CH:35]=1)(=[O:24])[CH3:23], predict the reactants needed to synthesize it. The reactants are: Br[C:2]1[CH:3]=[CH:4][C:5]([CH2:8][O:9][CH2:10][C:11]([F:16])([F:15])[CH2:12][O:13][CH3:14])=[N:6][CH:7]=1.[Li]CCCC.[C:22]([NH:25][CH2:26][CH2:27][C:28]1[CH:33]=[CH:32][CH:31]=[CH:30][C:29]=1[C:34]1[CH:39]=[CH:38][C:37]([CH:40]2[C:45](=[O:46])[CH2:44][CH2:43][N:42]([C:47]([O:49][C:50]([CH3:53])([CH3:52])[CH3:51])=[O:48])[CH2:41]2)=[C:36]([CH3:54])[CH:35]=1)(=[O:24])[CH3:23]. (2) Given the product [ClH:1].[NH:2]1[C:6]2[CH:7]=[CH:8][CH:9]=[CH:10][C:5]=2[N:4]=[C:3]1[C@H:11]([NH:21][C:32]([NH:30][CH2:29][CH2:28][C:23]1[CH:24]=[CH:25][CH:26]=[CH:27][C:22]=1[CH3:31])=[O:33])[CH2:12][C:13]1[CH:18]=[CH:17][C:16]([O:19][CH3:20])=[CH:15][CH:14]=1, predict the reactants needed to synthesize it. The reactants are: [ClH:1].[NH:2]1[C:6]2[CH:7]=[CH:8][CH:9]=[CH:10][C:5]=2[N:4]=[C:3]1[C@H:11]([NH2:21])[CH2:12][C:13]1[CH:18]=[CH:17][C:16]([O:19][CH3:20])=[CH:15][CH:14]=1.[C:22]1([CH3:31])[CH:27]=[CH:26][CH:25]=[CH:24][C:23]=1[CH2:28][CH2:29][NH2:30].[C:32](O)(C(F)(F)F)=[O:33]. (3) Given the product [NH2:18][C:16]1[N:17]=[CH:7][C:6]2[C:5](=[CH:4][CH:3]=[C:2]([Br:1])[CH:9]=2)[N:15]=1, predict the reactants needed to synthesize it. The reactants are: [Br:1][C:2]1[CH:3]=[CH:4][C:5](F)=[C:6]([CH:9]=1)[CH:7]=O.C(=O)(O)O.[NH2:15][C:16]([NH2:18])=[NH:17].